This data is from Full USPTO retrosynthesis dataset with 1.9M reactions from patents (1976-2016). The task is: Predict the reactants needed to synthesize the given product. (1) Given the product [N:23]([CH:6]1[CH2:11][CH2:10][N:9]([C:12]2[CH:22]=[CH:21][C:15]([C:16]([O:18][CH2:19][CH3:20])=[O:17])=[CH:14][CH:13]=2)[CH2:8][CH2:7]1)=[N+:24]=[N-:25], predict the reactants needed to synthesize it. The reactants are: CS(O[CH:6]1[CH2:11][CH2:10][N:9]([C:12]2[CH:22]=[CH:21][C:15]([C:16]([O:18][CH2:19][CH3:20])=[O:17])=[CH:14][CH:13]=2)[CH2:8][CH2:7]1)(=O)=O.[N-:23]=[N+:24]=[N-:25].[Na+]. (2) Given the product [CH3:19][C:17]([C:25]1[CH:26]=[CH:27][C:28]([O:31][C:2]2[CH:7]=[CH:6][C:5]([N+:8]([O-:10])=[O:9])=[CH:4][CH:3]=2)=[CH:29][CH:30]=1)([CH3:18])[CH2:20][C:21]([CH3:22])([CH3:23])[CH3:24], predict the reactants needed to synthesize it. The reactants are: F[C:2]1[CH:7]=[CH:6][C:5]([N+:8]([O-:10])=[O:9])=[CH:4][CH:3]=1.C([O-])([O-])=O.[K+].[K+].[C:17]([C:25]1[CH:30]=[CH:29][C:28]([OH:31])=[CH:27][CH:26]=1)([CH2:20][C:21]([CH3:24])([CH3:23])[CH3:22])([CH3:19])[CH3:18]. (3) Given the product [Cl:37][C:32]1[CH:33]=[CH:34][CH:35]=[C:36]2[C:31]=1[N:30]=[CH:29][N:28]=[C:27]2[C:22]1[CH:21]=[C:20]([CH:25]=[CH:24][C:23]=1[F:26])[O:19][C:15]1[CH:14]=[C:13]([S:10]([CH2:9][CH2:8][CH2:7][CH2:6][NH:39][CH3:38])(=[O:11])=[O:12])[CH:18]=[CH:17][CH:16]=1, predict the reactants needed to synthesize it. The reactants are: CS(O[CH2:6][CH2:7][CH2:8][CH2:9][S:10]([C:13]1[CH:18]=[CH:17][CH:16]=[C:15]([O:19][C:20]2[CH:25]=[CH:24][C:23]([F:26])=[C:22]([C:27]3[C:36]4[C:31](=[C:32]([Cl:37])[CH:33]=[CH:34][CH:35]=4)[N:30]=[CH:29][N:28]=3)[CH:21]=2)[CH:14]=1)(=[O:12])=[O:11])(=O)=O.[CH3:38][NH2:39]. (4) Given the product [CH2:41]([O:40][CH2:39][C@H:21]([NH:20][C:17](=[O:19])[CH2:16][N:13]1[CH2:12][CH2:11][N:10]([C:5]2[CH:6]=[CH:7][CH:8]=[CH:9][C:4]=2[O:3][CH3:2])[CH2:15][CH2:14]1)[C:22]([NH:24][C:25]1[CH:30]=[CH:29][C:28]([O:31][C:32]2[CH:37]=[CH:36][C:35]([F:38])=[CH:34][CH:33]=2)=[CH:27][CH:26]=1)=[O:23])[C:42]1[CH:47]=[CH:46][CH:45]=[CH:44][CH:43]=1, predict the reactants needed to synthesize it. The reactants are: Cl.[CH3:2][O:3][C:4]1[CH:9]=[CH:8][CH:7]=[CH:6][C:5]=1[N:10]1[CH2:15][CH2:14][N:13]([CH2:16][C:17]([OH:19])=O)[CH2:12][CH2:11]1.[NH2:20][C@@H:21]([CH2:39][O:40][CH2:41][C:42]1[CH:47]=[CH:46][CH:45]=[CH:44][CH:43]=1)[C:22]([NH:24][C:25]1[CH:30]=[CH:29][C:28]([O:31][C:32]2[CH:37]=[CH:36][C:35]([F:38])=[CH:34][CH:33]=2)=[CH:27][CH:26]=1)=[O:23]. (5) Given the product [C:1]1([C:7]2[C:15]3[C:10](=[CH:11][CH:12]=[CH:13][CH:14]=3)[NH:9][C:8]=2[C:16]([NH:22][NH2:23])=[O:18])[CH:6]=[CH:5][CH:4]=[CH:3][CH:2]=1, predict the reactants needed to synthesize it. The reactants are: [C:1]1([C:7]2[C:15]3[C:10](=[CH:11][CH:12]=[CH:13][CH:14]=3)[NH:9][C:8]=2[C:16]([O:18]CC)=O)[CH:6]=[CH:5][CH:4]=[CH:3][CH:2]=1.O.[NH2:22][NH2:23]. (6) Given the product [Cl:1][C:2]1[CH:3]=[C:4]2[C:8](=[CH:9][CH:10]=1)[NH:7][C:6](=[O:11])[C:5]2=[CH:21][C:13]1[NH:12][C:20]2[C:15]([CH:14]=1)=[CH:16][CH:17]=[CH:18][CH:19]=2, predict the reactants needed to synthesize it. The reactants are: [Cl:1][C:2]1[CH:3]=[C:4]2[C:8](=[CH:9][CH:10]=1)[NH:7][C:6](=[O:11])[CH2:5]2.[NH:12]1[C:20]2[C:15](=[CH:16][CH:17]=[CH:18][CH:19]=2)[CH:14]=[C:13]1[CH:21]=O.N1CCCCC1.